From a dataset of Forward reaction prediction with 1.9M reactions from USPTO patents (1976-2016). Predict the product of the given reaction. (1) Given the reactants [CH3:1][C@@:2]12[C@H:12]3[C@@H:13]([OH:26])[CH2:14][C@:15]4([CH3:25])[C@@:19]([OH:24])([C:20]([CH2:22][OH:23])=[O:21])[CH2:18][CH2:17][C@H:16]4[C@@H:11]3[CH2:10][CH2:9][C:8]1=[CH:7][C:5](=[O:6])[CH2:4][CH2:3]2.CC(=O)[C@@H]1[C@]2(C)[C@H]([C@H]3[C@H](CC2)[C@]2(C)C(=[CH:37][C:38](=[O:48])CC2)CC3)CC1, predict the reaction product. The product is: [CH3:37][C:38]([O:23][CH2:22][C:20]([C@:19]1([OH:24])[C@@:15]2([CH3:25])[CH2:14][C@H:13]([OH:26])[C@@H:12]3[C@:2]4([CH3:1])[C:8](=[CH:7][C:5]([CH2:4][CH2:3]4)=[O:6])[CH2:9][CH2:10][C@H:11]3[C@@H:16]2[CH2:17][CH2:18]1)=[O:21])=[O:48]. (2) Given the reactants [Cl:1][C:2]1[CH:11]=[C:10]2[C:5]([N:6]=[C:7]([CH3:13])[C:8](=O)[NH:9]2)=[CH:4][CH:3]=1.P(Cl)(Cl)([Cl:16])=O, predict the reaction product. The product is: [Cl:16][C:8]1[C:7]([CH3:13])=[N:6][C:5]2[C:10]([N:9]=1)=[CH:11][C:2]([Cl:1])=[CH:3][CH:4]=2. (3) Given the reactants [Br:1][C:2]1[CH:7]=[CH:6][N:5]=[C:4]2[N:8]([S:12]([C:15]3[CH:20]=[CH:19][CH:18]=[CH:17][CH:16]=3)(=[O:14])=[O:13])[C:9](I)=[CH:10][C:3]=12.CC1(C)C(C)(C)OB([C:29]2[CH2:34][CH2:33][N:32]([C:35]([O:37][C:38]([CH3:41])([CH3:40])[CH3:39])=[O:36])[CH2:31][CH:30]=2)O1.C(=O)(O)[O-].[Na+], predict the reaction product. The product is: [Br:1][C:2]1[CH:7]=[CH:6][N:5]=[C:4]2[N:8]([S:12]([C:15]3[CH:20]=[CH:19][CH:18]=[CH:17][CH:16]=3)(=[O:14])=[O:13])[C:9]([C:29]3[CH2:34][CH2:33][N:32]([C:35]([O:37][C:38]([CH3:41])([CH3:40])[CH3:39])=[O:36])[CH2:31][CH:30]=3)=[CH:10][C:3]=12. (4) Given the reactants [NH:1]1[CH2:6][CH2:5][CH:4]([C:7]2[N:12]=[CH:11][C:10]([NH:13][C:14]3[N:19]=[C:18]([CH2:20][CH2:21][C:22]4[CH:27]=[CH:26][CH:25]=[CH:24][C:23]=4[C:28]4([C:31]([NH2:33])=[O:32])[CH2:30][CH2:29]4)[C:17]([C:34]([F:37])([F:36])[F:35])=[CH:16][N:15]=3)=[CH:9][CH:8]=2)[CH2:3][CH2:2]1.C=O.[C:40](O[BH-](OC(=O)C)OC(=O)C)(=O)C.[Na+], predict the reaction product. The product is: [CH3:40][N:1]1[CH2:2][CH2:3][CH:4]([C:7]2[N:12]=[CH:11][C:10]([NH:13][C:14]3[N:19]=[C:18]([CH2:20][CH2:21][C:22]4[CH:27]=[CH:26][CH:25]=[CH:24][C:23]=4[C:28]4([C:31]([NH2:33])=[O:32])[CH2:29][CH2:30]4)[C:17]([C:34]([F:35])([F:37])[F:36])=[CH:16][N:15]=3)=[CH:9][CH:8]=2)[CH2:5][CH2:6]1. (5) Given the reactants [C:1](=[O:20])([O:5][CH2:6][O:7][C:8](=[O:19])[CH2:9][CH2:10][P:11]([O:16][CH2:17][CH3:18])([O:13][CH2:14][CH3:15])=[O:12])SCC.S(Cl)([Cl:24])(=O)=O, predict the reaction product. The product is: [CH2:14]([O:13][P:11]([CH2:10][CH2:9][C:8]([O:7][CH2:6][O:5][C:1]([Cl:24])=[O:20])=[O:19])([O:16][CH2:17][CH3:18])=[O:12])[CH3:15]. (6) The product is: [Cl:1][C:2]1[C:11]([OH:12])=[CH:10][C:9]([OH:8])=[C:4]([C:5]2[C:6]([C:16]3[CH:21]=[CH:20][C:19]([O:22][CH3:23])=[CH:18][CH:17]=3)=[C:7]([C:13]([OH:15])=[O:14])[NH:26][N:27]=2)[CH:3]=1. Given the reactants [Cl:1][C:2]1[CH:3]=[C:4]2[C:9](=[CH:10][C:11]=1[OH:12])[O:8][C:7]([C:13]([OH:15])=[O:14])=[C:6]([C:16]1[CH:21]=[CH:20][C:19]([O:22][CH3:23])=[CH:18][CH:17]=1)[C:5]2=O.O.[NH2:26][NH2:27], predict the reaction product. (7) Given the reactants [CH3:1][O:2][C:3]([C:5]1[S:6][CH:7]=[CH:8][C:9]=1[OH:10])=[O:4].[C:11]([O-])([O-])=O.[K+].[K+].CI, predict the reaction product. The product is: [CH3:11][O:10][C:9]1[CH:8]=[CH:7][S:6][C:5]=1[C:3]([O:2][CH3:1])=[O:4].